This data is from Reaction yield outcomes from USPTO patents with 853,638 reactions. The task is: Predict the reaction yield, written as a fraction of the theoretical maximum amount of product (1.0 means a 100% yield; for example, 0.34 means a 34% yield). (1) The reactants are [NH2:1][C:2]1[CH:23]=[CH:22][C:21]([N:24]2[CH2:29][CH2:28][CH2:27][CH2:26][CH2:25]2)=[CH:20][C:3]=1[C:4]([NH:6]/[N:7]=[CH:8]/[C:9]1[CH:14]=[CH:13][C:12]([Cl:15])=[C:11]([C:16]([F:19])([F:18])[F:17])[CH:10]=1)=[O:5].[C:30](O)(=[O:40])[C:31]1[CH:39]=[CH:38][CH:37]=[C:33]([C:34]([OH:36])=[O:35])[CH:32]=1.F[P-](F)(F)(F)(F)F.N1(OC(N(C)C)=[N+](C)C)C2N=CC=CC=2N=N1.C(N(C(C)C)CC)(C)C. The catalyst is CN(C=O)C. The product is [Cl:15][C:12]1[CH:13]=[CH:14][C:9](/[CH:8]=[N:7]/[NH:6][C:4]([C:3]2[CH:20]=[C:21]([N:24]3[CH2:29][CH2:28][CH2:27][CH2:26][CH2:25]3)[CH:22]=[CH:23][C:2]=2[NH:1][C:30]([C:31]2[CH:32]=[C:33]([CH:37]=[CH:38][CH:39]=2)[C:34]([OH:36])=[O:35])=[O:40])=[O:5])=[CH:10][C:11]=1[C:16]([F:19])([F:17])[F:18]. The yield is 0.790. (2) The reactants are [F:1][C:2]1[CH:3]=[CH:4][C:5]2[S:9][C:8]([CH3:10])=[N:7][C:6]=2[CH:11]=1.C1C(=O)N([Br:19])C(=O)C1.CC(N=NC(C#N)(C)C)(C#N)C. The catalyst is C(Cl)(Cl)(Cl)Cl. The product is [Br:19][CH2:10][C:8]1[S:9][C:5]2[CH:4]=[CH:3][C:2]([F:1])=[CH:11][C:6]=2[N:7]=1. The yield is 0.200. (3) The reactants are [CH3:1][O:2][C:3]1[C:4]([N+:21]([O-:23])=[O:22])=[C:5]([CH:18]=[CH:19][CH:20]=1)[CH:6]=[C:7]([C:13]([O:15][CH2:16][CH3:17])=[O:14])[C:8]([O:10][CH2:11][CH3:12])=[O:9].COC1C([N+]([O-])=O)=C(C=CC=1)C=O.CO[CH2:39][N:40]([CH2:46][C:47]1[CH:52]=[CH:51][CH:50]=[CH:49][CH:48]=1)[CH2:41][Si](C)(C)C.FC(F)(F)C(O)=O. The catalyst is C(Cl)Cl. The product is [CH2:46]([N:40]1[CH2:41][CH:6]([C:5]2[CH:18]=[CH:19][CH:20]=[C:3]([O:2][CH3:1])[C:4]=2[N+:21]([O-:23])=[O:22])[C:7]([C:8]([O:10][CH2:11][CH3:12])=[O:9])([C:13]([O:15][CH2:16][CH3:17])=[O:14])[CH2:39]1)[C:47]1[CH:52]=[CH:51][CH:50]=[CH:49][CH:48]=1. The yield is 0.880. (4) The reactants are [C:1]([O:5][C:6](/[C:8](=[CH:13]\[C:14]1[CH:24]=[CH:23][C:17]2[O:18][C:19]([CH3:22])([CH3:21])[O:20][C:16]=2[CH:15]=1)/[C:9]([O:11][CH3:12])=[O:10])=[O:7])([CH3:4])([CH3:3])[CH3:2]. The catalyst is CO. The product is [C:1]([O:5][C:6]([C@@H:8]([CH2:13][C:14]1[CH:24]=[CH:23][C:17]2[O:18][C:19]([CH3:22])([CH3:21])[O:20][C:16]=2[CH:15]=1)[C:9]([O:11][CH3:12])=[O:10])=[O:7])([CH3:4])([CH3:2])[CH3:3]. The yield is 0.994. (5) The reactants are C(N(CC)CC)C.[C:8]([O:11][CH2:12][C:13]([CH3:43])([CH3:42])[CH2:14][N:15]1[C:21]2[CH:22]=[CH:23][C:24]([Cl:26])=[CH:25][C:20]=2[C@@H:19]([C:27]2[CH:32]=[CH:31][CH:30]=[C:29]([O:33][CH3:34])[C:28]=2[O:35][CH3:36])[O:18][C@H:17]([CH2:37][C:38]([OH:40])=O)[C:16]1=[O:41])(=[O:10])[CH3:9].ClC(OCC(C)C)=O.Cl.[NH2:53][C:54]1[CH:55]=[C:56]([CH2:60][CH2:61][CH2:62][CH2:63][C:64]([O:66][CH2:67][CH3:68])=[O:65])[CH:57]=[CH:58][CH:59]=1.N1C=CC=CC=1.Cl. The catalyst is CN(C)C=O.O. The product is [C:8]([O:11][CH2:12][C:13]([CH3:42])([CH3:43])[CH2:14][N:15]1[C:21]2[CH:22]=[CH:23][C:24]([Cl:26])=[CH:25][C:20]=2[C@@H:19]([C:27]2[CH:32]=[CH:31][CH:30]=[C:29]([O:33][CH3:34])[C:28]=2[O:35][CH3:36])[O:18][C@H:17]([CH2:37][C:38]([NH:53][C:54]2[CH:55]=[C:56]([CH2:60][CH2:61][CH2:62][CH2:63][C:64]([O:66][CH2:67][CH3:68])=[O:65])[CH:57]=[CH:58][CH:59]=2)=[O:40])[C:16]1=[O:41])(=[O:10])[CH3:9]. The yield is 0.760. (6) The reactants are C(NC(C)C)(C)C.C([Li])CCC.[Cl:13][C:14]1[CH:19]=[C:18]([C:20]#[CH:21])[CH:17]=[C:16]([Cl:22])[CH:15]=1.Cl[C:24]([O:26][CH2:27][CH3:28])=[O:25]. The catalyst is C1COCC1. The product is [CH2:27]([O:26][C:24](=[O:25])[C:21]#[C:20][C:18]1[CH:19]=[C:14]([Cl:13])[CH:15]=[C:16]([Cl:22])[CH:17]=1)[CH3:28]. The yield is 0.870. (7) The reactants are [Cl-].C[Al+]C.[NH2:5][C:6]1[CH:11]=[CH:10][C:9]([CH3:12])=[CH:8][N:7]=1.C([O:15][C:16]([C:18]1[CH:19]=[C:20]([O:27][C:28]2[CH:33]=[CH:32][C:31]([S:34]([CH3:37])(=[O:36])=[O:35])=[CH:30][CH:29]=2)[C:21]2[CH:25]=[CH:24][S:23][C:22]=2[CH:26]=1)=O)C. The catalyst is ClC(Cl)C. The product is [CH3:12][C:9]1[CH:10]=[CH:11][C:6]([NH:5][C:16]([C:18]2[CH:19]=[C:20]([O:27][C:28]3[CH:29]=[CH:30][C:31]([S:34]([CH3:37])(=[O:36])=[O:35])=[CH:32][CH:33]=3)[C:21]3[CH:25]=[CH:24][S:23][C:22]=3[CH:26]=2)=[O:15])=[N:7][CH:8]=1. The yield is 0.590.